The task is: Predict the product of the given reaction.. This data is from Forward reaction prediction with 1.9M reactions from USPTO patents (1976-2016). (1) Given the reactants C[O:2][C:3](=[O:25])[CH:4]([N:9]1[C:17]2[C:12](=[CH:13][C:14]([O:18][C:19]([F:22])([F:21])[F:20])=[CH:15][CH:16]=2)[C:11](=[O:23])[C:10]1=[O:24])[CH2:5][CH:6]([CH3:8])[CH3:7].O.[OH-].[Li+], predict the reaction product. The product is: [O:24]=[C:10]1[C:11](=[O:23])[C:12]2[C:17](=[CH:16][CH:15]=[C:14]([O:18][C:19]([F:21])([F:20])[F:22])[CH:13]=2)[N:9]1[CH:4]([CH2:5][CH:6]([CH3:8])[CH3:7])[C:3]([OH:25])=[O:2]. (2) The product is: [Br:1][C:2]1[CH:7]=[C:6]([C:8]([C:26]2[CH:27]=[CH:28][C:23]([Cl:22])=[CH:24][CH:25]=2)=[O:13])[CH:5]=[CH:4][C:3]=1[NH:14][C:15](=[O:21])[O:16][C:17]([CH3:18])([CH3:19])[CH3:20]. Given the reactants [Br:1][C:2]1[CH:7]=[C:6]([C:8](=[O:13])N(OC)C)[CH:5]=[CH:4][C:3]=1[NH:14][C:15](=[O:21])[O:16][C:17]([CH3:20])([CH3:19])[CH3:18].[Cl:22][C:23]1[CH:28]=[CH:27][C:26]([Mg]Br)=[CH:25][CH:24]=1, predict the reaction product.